From a dataset of Catalyst prediction with 721,799 reactions and 888 catalyst types from USPTO. Predict which catalyst facilitates the given reaction. (1) Reactant: [NH2:1][C:2]1[CH:3]=[C:4]([C:8]2[N:13]=[N:12][C:11]([N:14]([CH2:17][C:18]3[CH:23]=[CH:22][CH:21]=[CH:20][CH:19]=3)[CH2:15][CH3:16])=[CH:10][CH:9]=2)[CH:5]=[CH:6][CH:7]=1.N1C=CC=CC=1.[S:30](O[S:30]([C:33]([F:36])([F:35])[F:34])(=[O:32])=[O:31])([C:33]([F:36])([F:35])[F:34])(=[O:32])=[O:31]. Product: [CH2:17]([N:14]([CH2:15][CH3:16])[C:11]1[N:12]=[N:13][C:8]([C:4]2[CH:3]=[C:2]([NH:1][S:30]([C:33]([F:36])([F:35])[F:34])(=[O:32])=[O:31])[CH:7]=[CH:6][CH:5]=2)=[CH:9][CH:10]=1)[C:18]1[CH:19]=[CH:20][CH:21]=[CH:22][CH:23]=1. The catalyst class is: 4. (2) Reactant: [CH2:1]([NH:4][S:5]([C:8]1[S:12][C:11](Br)=[C:10]([C:14]2[S:18][C:17]([NH:19][C:20](=[O:22])[CH3:21])=[N:16][C:15]=2[CH3:23])[CH:9]=1)(=[O:7])=[O:6])[CH:2]=[CH2:3].C([Li])CCC.O. Product: [CH2:1]([NH:4][S:5]([C:8]1[S:12][CH:11]=[C:10]([C:14]2[S:18][C:17]([NH:19][C:20](=[O:22])[CH3:21])=[N:16][C:15]=2[CH3:23])[CH:9]=1)(=[O:7])=[O:6])[CH:2]=[CH2:3]. The catalyst class is: 1.